Dataset: Forward reaction prediction with 1.9M reactions from USPTO patents (1976-2016). Task: Predict the product of the given reaction. (1) The product is: [Br:1][C:2]1[C:15](=[O:16])[N:14]([CH2:17][CH:18]2[CH2:23][CH2:22][N:21]([C:24]([O:26][C:27]([CH3:30])([CH3:29])[CH3:28])=[O:25])[CH2:20][CH2:19]2)[C:5]2[N:6]=[C:7]([NH:34][CH2:32][CH3:33])[N:8]=[CH:9][C:4]=2[CH:3]=1. Given the reactants [Br:1][C:2]1[C:15](=[O:16])[N:14]([CH2:17][CH:18]2[CH2:23][CH2:22][N:21]([C:24]([O:26][C:27]([CH3:30])([CH3:29])[CH3:28])=[O:25])[CH2:20][CH2:19]2)[C:5]2[N:6]=[C:7](S(C)(=O)=O)[N:8]=[CH:9][C:4]=2[CH:3]=1.Cl.[CH2:32]([NH2:34])[CH3:33].CCN(C(C)C)C(C)C, predict the reaction product. (2) Given the reactants [NH2:1][C:2]1[CH:3]=[CH:4][C:5]([Cl:22])=[C:6]([CH:21]=1)[C:7]([NH:9][CH2:10][C:11]12[CH2:20][CH:15]3[CH2:16][CH:17]([CH2:19][CH:13]([CH2:14]3)[CH2:12]1)[CH2:18]2)=[O:8].[CH2:23](OC(OCC)OCC)C, predict the reaction product. The product is: [Cl:22][C:5]1[CH:4]=[CH:3][C:2]([NH:1][CH3:23])=[CH:21][C:6]=1[C:7]([NH:9][CH2:10][C:11]12[CH2:12][CH:13]3[CH2:19][CH:17]([CH2:16][CH:15]([CH2:14]3)[CH2:20]1)[CH2:18]2)=[O:8]. (3) Given the reactants C[Al](C)C.[CH3:5][N:6]([CH3:23])[CH:7]1[CH2:11][CH2:10][N:9]([C:12]2[N:17]=[C:16]([O:18][CH3:19])[C:15]([NH2:20])=[C:14]([O:21][CH3:22])[N:13]=2)[CH2:8]1.[CH3:24][C:25]1[CH:40]=[CH:39][C:38]([Si:41]([CH3:44])([CH3:43])[CH3:42])=[CH:37][C:26]=1[O:27][C:28]1[O:32][C:31]([C:33](OC)=[O:34])=[CH:30][CH:29]=1, predict the reaction product. The product is: [CH3:23][N:6]([CH3:5])[CH:7]1[CH2:11][CH2:10][N:9]([C:12]2[N:13]=[C:14]([O:21][CH3:22])[C:15]([NH:20][C:33]([C:31]3[O:32][C:28]([O:27][C:26]4[CH:37]=[C:38]([Si:41]([CH3:44])([CH3:43])[CH3:42])[CH:39]=[CH:40][C:25]=4[CH3:24])=[CH:29][CH:30]=3)=[O:34])=[C:16]([O:18][CH3:19])[N:17]=2)[CH2:8]1. (4) Given the reactants [CH2:1]([C:11]1[CH:12]=[C:13]2[C:18](=[CH:19][CH:20]=1)[CH:17]=[C:16]([C:21]1[CH:26]=[C:25]([OH:27])[C:24]([C:28]3[C:37](O)=[CH:36][C:35]4[C:30](=[CH:31][CH:32]=[C:33]([CH2:39][CH2:40][CH2:41][CH2:42][CH2:43][CH2:44][CH2:45][CH2:46][CH2:47][CH3:48])[CH:34]=4)[CH:29]=3)=[CH:23][C:22]=1[OH:49])[C:15](O)=[CH:14]2)[CH2:2][CH2:3][CH2:4][CH2:5][CH2:6][CH2:7][CH2:8][CH2:9][CH3:10], predict the reaction product. The product is: [CH2:1]([C:11]1[CH:20]=[CH:19][C:18]2[C:13](=[CH:14][C:15]3[O:49][C:22]4=[CH:23][C:24]5[C:28]6[CH:29]=[C:30]7[C:35](=[CH:36][C:37]=6[O:27][C:25]=5[CH:26]=[C:21]4[C:16]=3[CH:17]=2)[CH:34]=[C:33]([CH2:39][CH2:40][CH2:41][CH2:42][CH2:43][CH2:44][CH2:45][CH2:46][CH2:47][CH3:48])[CH:32]=[CH:31]7)[CH:12]=1)[CH2:2][CH2:3][CH2:4][CH2:5][CH2:6][CH2:7][CH2:8][CH2:9][CH3:10]. (5) Given the reactants Br[C:2]1[C:10]2[N:9]3C[CH2:12][CH2:13][NH:14][C:15](=[O:16])[C:8]3=[C:7]([CH3:17])[C:6]=2[CH:5]=[C:4]([Cl:18])[CH:3]=1.[NH:19]1[CH2:24][CH2:23][O:22][CH2:21][CH2:20]1, predict the reaction product. The product is: [Cl:18][C:4]1[CH:3]=[C:2]([N:19]2[CH2:24][CH2:23][O:22][CH2:21][CH2:20]2)[C:10]2[N:9]3[CH2:12][CH2:13][NH:14][C:15](=[O:16])[C:8]3=[C:7]([CH3:17])[C:6]=2[CH:5]=1. (6) Given the reactants [Cl:1][CH2:2][C:3](=O)[CH2:4]C(OCC)=O.[C:11]([OH:14])(=[O:13])[CH3:12].[F:15][CH:16]([F:19])[CH2:17][NH2:18].[C:20]1(C)C=CC=C[CH:21]=1, predict the reaction product. The product is: [Cl:1][CH2:2][C:3]([NH:18][CH2:17][CH:16]([F:19])[F:15])=[CH:4][CH2:12][C:11]([O:14][CH2:20][CH3:21])=[O:13]. (7) Given the reactants [C:1]1([CH:7]=O)[CH2:6][CH2:5][CH2:4][CH2:3][CH:2]=1.C(O)(=O)C.C(O[BH-](OC(=O)C)OC(=O)C)(=O)C.[Na+].[Cl:27][C:28]1[CH:33]=[CH:32][CH:31]=[C:30]([C:34]([F:37])([F:36])[F:35])[C:29]=1[CH2:38][N:39]1[CH2:43][C@@H:42]([CH3:44])[C@@:41]([CH2:54][C:55]([OH:57])=[O:56])([C:45](=[O:53])[NH:46][CH:47]2[CH2:52][CH2:51][NH:50][CH2:49][CH2:48]2)[CH2:40]1, predict the reaction product. The product is: [Cl:27][C:28]1[CH:33]=[CH:32][CH:31]=[C:30]([C:34]([F:35])([F:37])[F:36])[C:29]=1[CH2:38][N:39]1[CH2:43][C@H:42]([CH3:44])[C@:41]([CH2:54][C:55]([OH:57])=[O:56])([C:45](=[O:53])[NH:46][CH:47]2[CH2:48][CH2:49][N:50]([CH2:7][C:1]3[CH2:6][CH2:5][CH2:4][CH2:3][CH:2]=3)[CH2:51][CH2:52]2)[CH2:40]1.